From a dataset of Forward reaction prediction with 1.9M reactions from USPTO patents (1976-2016). Predict the product of the given reaction. (1) Given the reactants Cl[C:2]1[CH:11]=[CH:10][C:9]2[CH2:8][N:7]([C:12]([O:14][C:15]([CH3:18])([CH3:17])[CH3:16])=[O:13])[CH2:6][CH2:5][C:4]=2[N:3]=1.[O:19]1[CH:23]=[CH:22][C:21](B(O)O)=[CH:20]1.C(=O)([O-])[O-].[K+].[K+].O, predict the reaction product. The product is: [O:19]1[CH:23]=[CH:22][C:21]([C:2]2[CH:11]=[CH:10][C:9]3[CH2:8][N:7]([C:12]([O:14][C:15]([CH3:18])([CH3:17])[CH3:16])=[O:13])[CH2:6][CH2:5][C:4]=3[N:3]=2)=[CH:20]1. (2) Given the reactants [O:1]1[C:5]2([CH2:10][CH2:9][C:8](=[N:11][OH:12])[CH2:7][CH2:6]2)[O:4][CH2:3][CH2:2]1.[CH2:13](Br)[CH:14]=[CH2:15].C(=O)([O-])[O-].[K+].[K+], predict the reaction product. The product is: [CH2:15]([O:12][N:11]=[C:8]1[CH2:7][CH2:6][C:5]2([O:4][CH2:3][CH2:2][O:1]2)[CH2:10][CH2:9]1)[CH:14]=[CH2:13]. (3) Given the reactants [OH:1][C@@H:2]([CH2:8][C:9](=[O:11])[O-:10])[CH2:3][N+:4]([CH3:7])([CH3:6])[CH3:5].C(OC(=O)C)(=O)C.[N+:19]([O-])([OH:21])=[O:20], predict the reaction product. The product is: [N+:19]([O:1][CH:2]([CH2:8][C:9](=[O:10])[O-:11])[CH2:3][N+:4]([CH3:7])([CH3:5])[CH3:6])([O-:21])=[O:20]. (4) Given the reactants [CH:1]1([NH:4][C:5](=[O:33])[C:6]2[CH:11]=[C:10]([C:12]3[CH:13]=[C:14]4[C:19](=[CH:20][CH:21]=3)[C:18](=[O:22])[N:17]([CH2:23][C:24]([CH3:28])([CH3:27])[CH2:25][OH:26])[CH:16]=[C:15]4[CH:29]=O)[C:9]([CH3:31])=[C:8]([F:32])[CH:7]=2)[CH2:3][CH2:2]1.C([N:41]1[CH2:46][CH2:45][NH:44][CH2:43][CH2:42]1)(OC(C)(C)C)=O.C(O[BH-](OC(=O)C)OC(=O)C)(=O)C.[Na+].C(O)(C(F)(F)F)=O, predict the reaction product. The product is: [CH:1]1([NH:4][C:5](=[O:33])[C:6]2[CH:11]=[C:10]([C:12]3[CH:13]=[C:14]4[C:19](=[CH:20][CH:21]=3)[C:18](=[O:22])[N:17]([CH2:23][C:24]([CH3:27])([CH3:28])[CH2:25][OH:26])[CH:16]=[C:15]4[CH2:29][N:41]3[CH2:46][CH2:45][NH:44][CH2:43][CH2:42]3)[C:9]([CH3:31])=[C:8]([F:32])[CH:7]=2)[CH2:2][CH2:3]1.